From a dataset of Full USPTO retrosynthesis dataset with 1.9M reactions from patents (1976-2016). Predict the reactants needed to synthesize the given product. (1) Given the product [N:6]1[CH:7]=[CH:8][CH:9]=[C:4]([CH:1]([NH2:13])[CH3:2])[CH:5]=1, predict the reactants needed to synthesize it. The reactants are: [C:1]([C:4]1[CH:5]=[N:6][CH:7]=[CH:8][CH:9]=1)(=O)[CH3:2].CO.C([BH3-])#[N:13].[Na+].[OH-].[Na+]. (2) The reactants are: I[C:2]1[C:3](=[O:31])[N:4]([CH2:23][CH2:24][C:25]2[CH:30]=[CH:29][CH:28]=[CH:27][CH:26]=2)[C:5]([C:9]2[CH:14]=[CH:13][CH:12]=[CH:11][C:10]=2[O:15]CC2C=CC=CC=2)=[N:6][C:7]=1[CH3:8].F[P-](F)(F)(F)(F)F.C([N+]1C=CN(C)C=1)C.[NH:47]1[CH2:52][CH2:51][CH2:50][CH2:49][CH2:48]1. Given the product [OH:15][C:10]1[CH:11]=[CH:12][CH:13]=[CH:14][C:9]=1[C:5]1[N:4]([CH2:23][CH2:24][C:25]2[CH:30]=[CH:29][CH:28]=[CH:27][CH:26]=2)[C:3](=[O:31])[CH:2]=[C:7]([CH2:8][N:47]2[CH2:52][CH2:51][CH2:50][CH2:49][CH2:48]2)[N:6]=1, predict the reactants needed to synthesize it. (3) The reactants are: [NH2:1][C:2]1[C:11]2[C:6](=[CH:7][CH:8]=[CH:9][C:10]=2[O:12][C@H:13]2[CH2:18][CH2:17][C@H:16]([CH3:19])[CH2:15][CH2:14]2)[N:5]=[C:4]([CH3:20])[C:3]=1[C:21]([O:23]CC)=[O:22].[OH-].[Na+].Cl.O.C(#N)C. Given the product [NH2:1][C:2]1[C:11]2[C:6](=[CH:7][CH:8]=[CH:9][C:10]=2[O:12][C@H:13]2[CH2:14][CH2:15][C@H:16]([CH3:19])[CH2:17][CH2:18]2)[N:5]=[C:4]([CH3:20])[C:3]=1[C:21]([OH:23])=[O:22], predict the reactants needed to synthesize it. (4) Given the product [Br:1][C:2]1[CH:7]=[CH:6][C:5]([CH2:8][N:9]([CH2:21][C:22]([F:23])([F:24])[F:25])[S:10]([C:13]([C:15]2[CH:20]=[CH:19][CH:18]=[CH:17][CH:16]=2)([CH3:30])[CH3:14])(=[O:12])=[O:11])=[C:4]([F:26])[CH:3]=1, predict the reactants needed to synthesize it. The reactants are: [Br:1][C:2]1[CH:7]=[CH:6][C:5]([CH2:8][N:9]([CH2:21][C:22]([F:25])([F:24])[F:23])[S:10]([CH:13]([C:15]2[CH:20]=[CH:19][CH:18]=[CH:17][CH:16]=2)[CH3:14])(=[O:12])=[O:11])=[C:4]([F:26])[CH:3]=1.[H-].[Na+].I[CH3:30].O.